This data is from Full USPTO retrosynthesis dataset with 1.9M reactions from patents (1976-2016). The task is: Predict the reactants needed to synthesize the given product. (1) Given the product [N:30]1([CH2:22][C:20]2[S:19][CH:18]=[C:17]([C:14]3[CH:15]=[C:16]4[C:11](=[C:12]([C:24]([NH2:26])=[O:25])[CH:13]=3)[NH:10][CH:9]=[C:8]4[CH:5]3[CH2:6][CH2:7][S:2](=[O:1])(=[O:27])[CH2:3][CH2:4]3)[CH:21]=2)[CH2:33][CH2:32][CH2:31]1, predict the reactants needed to synthesize it. The reactants are: [O:1]=[S:2]1(=[O:27])[CH2:7][CH2:6][CH:5]([C:8]2[C:16]3[C:11](=[C:12]([C:24]([NH2:26])=[O:25])[CH:13]=[C:14]([C:17]4[CH:21]=[C:20]([CH:22]=O)[S:19][CH:18]=4)[CH:15]=3)[NH:10][CH:9]=2)[CH2:4][CH2:3]1.CO.[NH:30]1[CH2:33][CH2:32][CH2:31]1.C([BH3-])#N.[Na+]. (2) Given the product [C:3]([O:7][C:8]([N:10]1[CH2:14][CH2:13][C@H:12]([O:15][CH2:19][C:18]2[CH:21]=[CH:22][CH:23]=[CH:24][C:17]=2[Br:16])[CH2:11]1)=[O:9])([CH3:6])([CH3:4])[CH3:5], predict the reactants needed to synthesize it. The reactants are: [H-].[Na+].[C:3]([O:7][C:8]([N:10]1[CH2:14][CH2:13][C@H:12]([OH:15])[CH2:11]1)=[O:9])([CH3:6])([CH3:5])[CH3:4].[Br:16][C:17]1[CH:24]=[CH:23][CH:22]=[CH:21][C:18]=1[CH2:19]Br. (3) Given the product [OH:6][CH:5]([CH2:4][OH:3])[CH2:7][NH:8][C:9]([O:11][CH:12]([O:14][C:15](=[O:55])[C:16]1[CH:21]=[CH:20][C:19]([NH:22][C:23]([C@H:25]2[C@H:29]([C:30]3[CH:35]=[CH:34][CH:33]=[C:32]([Cl:36])[C:31]=3[F:37])[C@:28]([C:40]3[CH:45]=[CH:44][C:43]([Cl:46])=[CH:42][C:41]=3[F:47])([C:38]#[N:39])[C@H:27]([CH2:48][C:49]([CH3:51])([CH3:50])[CH3:52])[NH:26]2)=[O:24])=[C:18]([O:53][CH3:54])[CH:17]=1)[CH3:13])=[O:10], predict the reactants needed to synthesize it. The reactants are: CC1(C)[O:6][CH:5]([CH2:7][NH:8][C:9]([O:11][CH:12]([O:14][C:15](=[O:55])[C:16]2[CH:21]=[CH:20][C:19]([NH:22][C:23]([C@H:25]3[C@H:29]([C:30]4[CH:35]=[CH:34][CH:33]=[C:32]([Cl:36])[C:31]=4[F:37])[C@:28]([C:40]4[CH:45]=[CH:44][C:43]([Cl:46])=[CH:42][C:41]=4[F:47])([C:38]#[N:39])[C@H:27]([CH2:48][C:49]([CH3:52])([CH3:51])[CH3:50])[NH:26]3)=[O:24])=[C:18]([O:53][CH3:54])[CH:17]=2)[CH3:13])=[O:10])[CH2:4][O:3]1.Cl.CCOCC. (4) Given the product [NH2:6][C:7]1[N:16]2[N:17]=[C:18]([CH2:20][OH:21])[N:19]=[C:15]2[C:14]2[C:9](=[C:10]3[O:24][C:23]([F:26])([F:25])[O:22][C:11]3=[CH:12][CH:13]=2)[N:8]=1, predict the reactants needed to synthesize it. The reactants are: COC1C=C(OC)C=CC=1C[NH:6][C:7]1[N:16]2[N:17]=[C:18]([CH2:20][OH:21])[N:19]=[C:15]2[C:14]2[C:9](=[C:10]3[O:24][C:23]([F:26])([F:25])[O:22][C:11]3=[CH:12][CH:13]=2)[N:8]=1.FC(F)(F)C(O)=O.